This data is from Forward reaction prediction with 1.9M reactions from USPTO patents (1976-2016). The task is: Predict the product of the given reaction. Given the reactants Cl.[NH2:2][CH2:3][C:4]([NH:6][C:7]1[CH:16]=[CH:15][C:10]([C:11]([O:13][CH3:14])=[O:12])=[CH:9][C:8]=1[O:17][CH3:18])=[O:5].C(N(CC)CC)C.[F:26][C:27]([F:34])([F:33])[C@@H:28]([CH3:32])[CH2:29][CH:30]=O, predict the reaction product. The product is: [CH3:18][O:17][C:8]1[CH:9]=[C:10]([CH:15]=[CH:16][C:7]=1[NH:6][C:4](=[O:5])[CH2:3]/[N:2]=[CH:30]/[CH2:29][C@H:28]([CH3:32])[C:27]([F:34])([F:33])[F:26])[C:11]([O:13][CH3:14])=[O:12].